From a dataset of Full USPTO retrosynthesis dataset with 1.9M reactions from patents (1976-2016). Predict the reactants needed to synthesize the given product. (1) Given the product [CH2:1]([O:3][C:4]([C:6]1[C:7]([OH:26])=[C:8]2[C:14]([Br:15])=[C:13]([Br:16])[N:12]([CH2:17][C:18]3[CH:23]=[CH:22][C:21]([F:24])=[C:20]([F:25])[CH:19]=3)[C:9]2=[C:10]([C:27]#[N:28])[N:11]=1)=[O:5])[CH3:2], predict the reactants needed to synthesize it. The reactants are: [CH2:1]([O:3][C:4]([C:6]1[C:7]([OH:26])=[C:8]2[C:14]([Br:15])=[C:13]([Br:16])[N:12]([CH2:17][C:18]3[CH:23]=[CH:22][C:21]([F:24])=[C:20]([F:25])[CH:19]=3)[C:9]2=[CH:10][N:11]=1)=[O:5])[CH3:2].[C:27]([Cu])#[N:28].CN1C(=O)CCC1. (2) Given the product [Br:27][CH2:28][C:29]([N:9]1[CH:8]([CH2:1][C:2]2[CH:3]=[CH:4][CH:5]=[CH:6][CH:7]=2)[CH2:17][C:16]2[C:11](=[CH:12][CH:13]=[CH:14][CH:15]=2)[CH2:10]1)=[O:30], predict the reactants needed to synthesize it. The reactants are: [CH2:1]([CH:8]1[CH2:17][C:16]2[C:11](=[CH:12][CH:13]=[CH:14][CH:15]=2)[CH2:10][NH:9]1)[C:2]1[CH:7]=[CH:6][CH:5]=[CH:4][CH:3]=1.CN(C)C1C=CC=CC=1.[Br:27][CH2:28][C:29](Br)=[O:30].O. (3) Given the product [Br:13][C:14]1[CH:22]=[C:21]([Cl:23])[C:20]2[C:16](=[CH:17][N:18]([CH2:11][CH3:12])[N:19]=2)[CH:15]=1, predict the reactants needed to synthesize it. The reactants are: F[B-](F)(F)F.C([O+]([CH2:11][CH3:12])CC)C.[Br:13][C:14]1[CH:15]=[C:16]2[C:20](=[C:21]([Cl:23])[CH:22]=1)[NH:19][N:18]=[CH:17]2. (4) Given the product [OH:1][CH2:2][C:3]1([C:9]([OH:11])=[O:10])[CH2:8][CH2:7][O:6][CH2:5][CH2:4]1, predict the reactants needed to synthesize it. The reactants are: [OH:1][CH2:2][C:3]1([C:9]([O:11]C)=[O:10])[CH2:8][CH2:7][O:6][CH2:5][CH2:4]1.[OH-].[Na+].Cl. (5) Given the product [Cl:1][C:2]1[CH:7]=[C:6]([O:8][CH3:10])[C:5]([Cl:9])=[CH:4][N:3]=1, predict the reactants needed to synthesize it. The reactants are: [Cl:1][C:2]1[CH:7]=[C:6]([OH:8])[C:5]([Cl:9])=[CH:4][N:3]=1.[C:10]([O-])([O-])=O.[K+].[K+].CI. (6) Given the product [NH2:16][C:11]1[CH:12]=[CH:13][CH:14]=[C:15]2[C:10]=1[C:9](=[O:19])[C:8]1([NH:20][C:21]([C:23]3[O:24][CH:25]=[CH:26][CH:27]=3)=[O:22])[C:7]3[CH:28]=[CH:29][C:30]([CH:32]([CH3:34])[CH3:33])=[CH:31][C:6]=3[O:5][C:4]12[OH:3], predict the reactants needed to synthesize it. The reactants are: Cl.O.[OH:3][C:4]12[C:15]3[C:10](=[C:11]([N+:16]([O-])=O)[CH:12]=[CH:13][CH:14]=3)[C:9](=[O:19])[C:8]1([NH:20][C:21]([C:23]1[O:24][CH:25]=[CH:26][CH:27]=1)=[O:22])[C:7]1[CH:28]=[CH:29][C:30]([CH:32]([CH3:34])[CH3:33])=[CH:31][C:6]=1[O:5]2.